From a dataset of NCI-60 drug combinations with 297,098 pairs across 59 cell lines. Regression. Given two drug SMILES strings and cell line genomic features, predict the synergy score measuring deviation from expected non-interaction effect. (1) Drug 1: CN(C)C1=NC(=NC(=N1)N(C)C)N(C)C. Synergy scores: CSS=-3.97, Synergy_ZIP=3.64, Synergy_Bliss=4.35, Synergy_Loewe=-2.19, Synergy_HSA=-1.30. Cell line: MDA-MB-435. Drug 2: N.N.Cl[Pt+2]Cl. (2) Drug 1: COC1=CC(=CC(=C1O)OC)C2C3C(COC3=O)C(C4=CC5=C(C=C24)OCO5)OC6C(C(C7C(O6)COC(O7)C8=CC=CS8)O)O. Drug 2: C1=C(C(=O)NC(=O)N1)F. Cell line: UACC-257. Synergy scores: CSS=31.4, Synergy_ZIP=2.01, Synergy_Bliss=3.97, Synergy_Loewe=6.42, Synergy_HSA=7.61.